Dataset: Catalyst prediction with 721,799 reactions and 888 catalyst types from USPTO. Task: Predict which catalyst facilitates the given reaction. (1) Reactant: CC(O)C.O.C([C@@](C(O)=O)(O)[C@@](C(=O)C1C=CC=CC=1)(O)C(O)=O)(=O)C1C=CC=CC=1.[O:32]=[C:33]([N:47]1[CH2:52][CH2:51][N:50]2[C:53]([C:56]([F:59])([F:58])[F:57])=[N:54][N:55]=[C:49]2[CH2:48]1)[CH2:34][CH:35]([NH2:46])[CH2:36][C:37]1[CH:42]=[C:41]([F:43])[C:40]([F:44])=[CH:39][C:38]=1[F:45]. Product: [O:32]=[C:33]([N:47]1[CH2:52][CH2:51][N:50]2[C:53]([C:56]([F:59])([F:58])[F:57])=[N:54][N:55]=[C:49]2[CH2:48]1)[CH2:34][C@@H:35]([NH2:46])[CH2:36][C:37]1[CH:42]=[C:41]([F:43])[C:40]([F:44])=[CH:39][C:38]=1[F:45]. The catalyst class is: 5. (2) Product: [CH3:11][N:12]([CH3:16])[CH2:13][CH2:14][NH:15][C:2]1[CH:7]=[CH:6][C:5]([N+:8]([O-:10])=[O:9])=[CH:4][CH:3]=1. The catalyst class is: 8. Reactant: F[C:2]1[CH:7]=[CH:6][C:5]([N+:8]([O-:10])=[O:9])=[CH:4][CH:3]=1.[CH3:11][N:12]([CH3:16])[CH2:13][CH2:14][NH2:15].Cl. (3) Reactant: Cl.Cl.[CH3:3][C:4]1[N:8]([CH:9]2[CH2:15][CH:14]3[N:16]([CH2:17][CH2:18][C:19]4([C:25]5[CH:30]=[CH:29][CH:28]=[CH:27][CH:26]=5)[CH2:24][CH2:23][NH:22][CH2:21][CH2:20]4)[CH:11]([CH2:12][CH2:13]3)[CH2:10]2)[C:7]2[CH:31]=[CH:32][CH:33]=[CH:34][C:6]=2[N:5]=1.[Cl:35][C:36]1[CH:37]=[C:38]([CH:42]=[CH:43][C:44]=1[S:45](=[O:48])(=[O:47])[NH2:46])C(O)=O.C(N(CC)CC)C.CN([C:59]([O:63]N1N=NC2C=CC=NC1=2)=[N+](C)C)C.F[P-](F)(F)(F)(F)F. Product: [Cl:35][C:36]1[CH:37]=[CH:38][C:42]([C:59]([N:22]2[CH2:21][CH2:20][C:19]([CH2:18][CH2:17][N:16]3[CH:14]4[CH2:13][CH2:12][CH:11]3[CH2:10][CH:9]([N:8]3[C:7]5[CH:31]=[CH:32][CH:33]=[CH:34][C:6]=5[N:5]=[C:4]3[CH3:3])[CH2:15]4)([C:25]3[CH:30]=[CH:29][CH:28]=[CH:27][CH:26]=3)[CH2:24][CH2:23]2)=[O:63])=[CH:43][C:44]=1[S:45]([NH2:46])(=[O:47])=[O:48]. The catalyst class is: 85. (4) Reactant: Cl[C:2]([O:4][CH3:5])=[O:3].O1CCCC1.[Cl:11][C:12]1[CH:17]=[CH:16][CH:15]=[C:14]([NH2:18])[C:13]=1[CH3:19]. The catalyst class is: 6. Product: [Cl:11][C:12]1[CH:17]=[CH:16][CH:15]=[C:14]([NH:18][C:2]([O:4][CH3:5])=[O:3])[C:13]=1[CH3:19].